Dataset: Full USPTO retrosynthesis dataset with 1.9M reactions from patents (1976-2016). Task: Predict the reactants needed to synthesize the given product. (1) The reactants are: Cl[C:2]1[CH:9]=[CH:8][C:5]([CH:6]=[O:7])=[CH:4][CH:3]=1.[CH3:10][C:11]1[CH:16]=[CH:15][CH:14]=[CH:13][C:12]=1B(O)O.[F-].[K+]. Given the product [CH:6]([C:5]1[CH:8]=[CH:9][C:2]([C:12]2[CH:13]=[CH:14][CH:15]=[CH:16][C:11]=2[CH3:10])=[CH:3][CH:4]=1)=[O:7], predict the reactants needed to synthesize it. (2) Given the product [F:19][C:16]1[CH:17]=[CH:18][C:13]([C:10]2[C:11]3[C:6](=[N:5][N:4]([CH2:3][CH2:2][N:1]([CH:33]([CH3:35])[CH3:34])[C:42]([NH2:40])=[O:43])[CH:12]=3)[N:7]=[C:8]([C:26]3[CH:27]=[CH:28][C:29]([F:32])=[CH:30][CH:31]=3)[C:9]=2[C:20]2[CH:25]=[CH:24][N:23]=[CH:22][CH:21]=2)=[CH:14][CH:15]=1, predict the reactants needed to synthesize it. The reactants are: [NH2:1][CH2:2][CH2:3][N:4]1[CH:12]=[C:11]2[C:6]([N:7]=[C:8]([C:26]3[CH:31]=[CH:30][C:29]([F:32])=[CH:28][CH:27]=3)[C:9]([C:20]3[CH:25]=[CH:24][N:23]=[CH:22][CH:21]=3)=[C:10]2[C:13]2[CH:18]=[CH:17][C:16]([F:19])=[CH:15][CH:14]=2)=[N:5]1.[CH:33](N=C=O)([CH3:35])[CH3:34].C[N:40]([CH:42]=[O:43])C. (3) Given the product [CH3:22][S:23][C:24]1[CH:29]=[CH:28][CH:27]=[CH:26][C:25]=1[C:2]1[CH:21]=[CH:20][CH:19]=[C:4]([CH2:5][O:6][C:7]2[CH:12]=[CH:11][C:10]([CH2:13][CH2:14][C:15]([OH:17])=[O:16])=[CH:9][CH:8]=2)[CH:3]=1, predict the reactants needed to synthesize it. The reactants are: Br[C:2]1[CH:3]=[C:4]([CH:19]=[CH:20][CH:21]=1)[CH2:5][O:6][C:7]1[CH:12]=[CH:11][C:10]([CH2:13][CH2:14][C:15]([O:17]C)=[O:16])=[CH:9][CH:8]=1.[CH3:22][S:23][C:24]1[CH:29]=[CH:28][CH:27]=[CH:26][C:25]=1B(O)O. (4) Given the product [F:7][C:8]1[CH:9]=[C:10]2[C:14](=[CH:15][CH:16]=1)[N:13]([CH2:21][CH2:22][CH3:23])[CH:12]=[C:11]2[N+:17]([O-:19])=[O:18], predict the reactants needed to synthesize it. The reactants are: C(=O)([O-])[O-].[K+].[K+].[F:7][C:8]1[CH:9]=[C:10]2[C:14](=[CH:15][CH:16]=1)[NH:13][CH:12]=[C:11]2[N+:17]([O-:19])=[O:18].Br[CH2:21][CH2:22][CH3:23]. (5) Given the product [NH2:43][C@H:40]1[CH2:41][CH2:42][C@H:37]([NH:44][C:2]2[CH:3]=[C:4]([NH:20][C:21]3[CH:26]=[CH:25][C:24]([CH3:27])=[CH:23][N:22]=3)[C:5]3[N:6]([C:8]([C:11]([NH:13][C:14]4[CH:19]=[CH:18][N:17]=[CH:16][CH:15]=4)=[O:12])=[CH:9][N:10]=3)[N:7]=2)[CH2:38][CH2:39]1, predict the reactants needed to synthesize it. The reactants are: Cl[C:2]1[CH:3]=[C:4]([N:20](CC2C=CC(OC)=CC=2)[C:21]2[CH:26]=[CH:25][C:24]([CH3:27])=[CH:23][N:22]=2)[C:5]2[N:6]([C:8]([C:11]([NH:13][C:14]3[CH:19]=[CH:18][N:17]=[CH:16][CH:15]=3)=[O:12])=[CH:9][N:10]=2)[N:7]=1.[C@H:37]1([NH2:44])[CH2:42][CH2:41][C@H:40]([NH2:43])[CH2:39][CH2:38]1.